Dataset: Forward reaction prediction with 1.9M reactions from USPTO patents (1976-2016). Task: Predict the product of the given reaction. (1) The product is: [F:29][C:24]1[CH:25]=[CH:26][CH:27]=[C:28]2[C:23]=1[CH:22]=[CH:21][N:20]2[S:17]([C:15]1[CH:14]=[CH:13][C:12]([O:30][CH3:31])=[C:11]([N:8]2[CH2:9][CH2:10][NH:5][CH2:6][CH2:7]2)[CH:16]=1)(=[O:19])=[O:18]. Given the reactants ClC(Cl)(Cl)C([N:5]1[CH2:10][CH2:9][N:8]([C:11]2[CH:16]=[C:15]([S:17]([N:20]3[C:28]4[C:23](=[C:24]([F:29])[CH:25]=[CH:26][CH:27]=4)[CH:22]=[CH:21]3)(=[O:19])=[O:18])[CH:14]=[CH:13][C:12]=2[O:30][CH3:31])[CH2:7][CH2:6]1)=O.[OH-].[K+], predict the reaction product. (2) Given the reactants [Si]([O:8][CH2:9][CH2:10][C:11]1[CH:12]=[CH:13][C:14]([O:55][CH3:56])=[C:15]([C:17]2([N:44]3[CH2:53][C@H:52]([OH:54])[CH2:51][C@H:45]3[C:46]([N:48]([CH3:50])[CH3:49])=[O:47])[C:25]3[C:20](=[CH:21][CH:22]=[C:23]([Cl:26])[CH:24]=3)[N:19]([S:27]([C:30]3[CH:35]=[CH:34][C:33]([O:36][CH3:37])=[CH:32][C:31]=3[O:38][C:39]([F:42])([F:41])[F:40])(=[O:29])=[O:28])[C:18]2=[O:43])[CH:16]=1)(C(C)(C)C)(C)C.CCCC[N+](CCCC)(CCCC)CCCC.[F-].C1COCC1.O, predict the reaction product. The product is: [Cl:26][C:23]1[CH:24]=[C:25]2[C:20](=[CH:21][CH:22]=1)[N:19]([S:27]([C:30]1[CH:35]=[CH:34][C:33]([O:36][CH3:37])=[CH:32][C:31]=1[O:38][C:39]([F:40])([F:42])[F:41])(=[O:28])=[O:29])[C:18](=[O:43])[C:17]2([N:44]1[CH2:53][C@H:52]([OH:54])[CH2:51][C@H:45]1[C:46]([N:48]([CH3:49])[CH3:50])=[O:47])[C:15]1[CH:16]=[C:11]([CH2:10][CH2:9][OH:8])[CH:12]=[CH:13][C:14]=1[O:55][CH3:56]. (3) The product is: [CH3:14][C:13]1[N:10]([C:6]2[CH:7]=[CH:8][CH:9]=[C:4]([N+:1]([O-:3])=[O:2])[CH:5]=2)[C:11](=[S:12])[NH:17][N:16]=1. Given the reactants [N+:1]([C:4]1[CH:5]=[C:6]([N:10]=[C:11]=[S:12])[CH:7]=[CH:8][CH:9]=1)([O-:3])=[O:2].[C:13]([NH:16][NH2:17])(=O)[CH3:14].N12CCCN=C1CCCCC2, predict the reaction product. (4) The product is: [F:24][C:25]1[CH:32]=[CH:31][CH:30]=[C:29]([F:33])[C:26]=1[CH2:27][O:17][C:4]1[C:5]2[N:6]([C:8]([C:12]([O:14][CH2:15][CH3:16])=[O:13])=[C:9]([CH3:11])[N:10]=2)[CH:7]=[C:2]([F:1])[CH:3]=1. Given the reactants [F:1][C:2]1[CH:3]=[C:4]([OH:17])[C:5]2[N:6]([C:8]([C:12]([O:14][CH2:15][CH3:16])=[O:13])=[C:9]([CH3:11])[N:10]=2)[CH:7]=1.C(=O)([O-])[O-].[Cs+].[Cs+].[F:24][C:25]1[CH:32]=[CH:31][CH:30]=[C:29]([F:33])[C:26]=1[CH2:27]Br.O, predict the reaction product. (5) Given the reactants [CH2:1]([O:8][N:9]1[C:15](=[O:16])[N:14]2[CH2:17][C@H:10]1[CH2:11][CH2:12][C@H:13]2[C:18]([OH:20])=O)[C:2]1[CH:7]=[CH:6][CH:5]=[CH:4][CH:3]=1.[NH2:21][O:22][CH2:23][C:24]([O:26][C:27]([CH3:30])([CH3:29])[CH3:28])=[O:25].ON1C2C=CC=CC=2N=N1.Cl.C(N=C=NCCCN(C)C)C, predict the reaction product. The product is: [C:27]([O:26][C:24](=[O:25])[CH2:23][O:22][NH:21][C:18]([C@@H:13]1[CH2:12][CH2:11][C@@H:10]2[CH2:17][N:14]1[C:15](=[O:16])[N:9]2[O:8][CH2:1][C:2]1[CH:3]=[CH:4][CH:5]=[CH:6][CH:7]=1)=[O:20])([CH3:30])([CH3:29])[CH3:28]. (6) The product is: [ClH:1].[Cl:1][C:2]1[C:34]([C:35]([F:36])([F:37])[F:38])=[CH:33][CH:32]=[CH:31][C:3]=1[CH2:4][N:5]([CH2:17][CH:18]([C:19]1[CH:24]=[CH:23][CH:22]=[CH:21][CH:20]=1)[C:25]1[CH:26]=[CH:27][CH:28]=[CH:29][CH:30]=1)[CH2:6][CH2:7][CH2:8][O:9][C:10]1[CH:11]=[C:12]([NH:16][C:45](=[O:47])[CH3:46])[CH:13]=[CH:14][CH:15]=1. Given the reactants [Cl:1][C:2]1[C:34]([C:35]([F:38])([F:37])[F:36])=[CH:33][CH:32]=[CH:31][C:3]=1[CH2:4][N:5]([CH2:17][CH:18]([C:25]1[CH:30]=[CH:29][CH:28]=[CH:27][CH:26]=1)[C:19]1[CH:24]=[CH:23][CH:22]=[CH:21][CH:20]=1)[CH2:6][CH2:7][CH2:8][O:9][C:10]1[CH:11]=[C:12]([NH2:16])[CH:13]=[CH:14][CH:15]=1.N1C=CC=CC=1.[C:45](Cl)(=[O:47])[CH3:46], predict the reaction product. (7) Given the reactants [N:1]1[C:10]2[C:9](=[O:11])[CH:8]=[CH:7][C:6](=[O:12])[C:5]=2[N:4]=[CH:3][CH:2]=1.[F:13][C:14]([F:21])([F:20])[S:15]([O:18]C)(=[O:17])=[O:16], predict the reaction product. The product is: [F:13][C:14]([F:21])([F:20])[S:15]([O-:18])(=[O:17])=[O:16].[CH3:14][N+:1]1[C:10]2[C:9](=[O:11])[CH:8]=[CH:7][C:6](=[O:12])[C:5]=2[N:4]=[CH:3][CH:2]=1. (8) Given the reactants [C:1]([O:5][C:6]([NH:8][CH2:9][C:10]1[CH:15]=[CH:14][C:13]([C:16]2[CH:17]=[CH:18][N:19]3[C:24]([C:25]=2[CH3:26])=[C:23]([CH:27]2[CH2:29][CH2:28]2)[CH:22]=[C:21]([C:30]([O:32]C)=[O:31])[C:20]3=[O:34])=[CH:12][C:11]=1[F:35])=[O:7])([CH3:4])([CH3:3])[CH3:2].[OH-].[Na+], predict the reaction product. The product is: [C:1]([O:5][C:6]([NH:8][CH2:9][C:10]1[CH:15]=[CH:14][C:13]([C:16]2[CH:17]=[CH:18][N:19]3[C:24]([C:25]=2[CH3:26])=[C:23]([CH:27]2[CH2:29][CH2:28]2)[CH:22]=[C:21]([C:30]([OH:32])=[O:31])[C:20]3=[O:34])=[CH:12][C:11]=1[F:35])=[O:7])([CH3:2])([CH3:3])[CH3:4].